This data is from Peptide-MHC class II binding affinity with 134,281 pairs from IEDB. The task is: Regression. Given a peptide amino acid sequence and an MHC pseudo amino acid sequence, predict their binding affinity value. This is MHC class II binding data. (1) The peptide sequence is EGHHLASAAIFGHDG. The MHC is DRB1_1001 with pseudo-sequence DRB1_1001. The binding affinity (normalized) is 0.219. (2) The peptide sequence is AFKVAATACNAAPAN. The MHC is DRB1_0802 with pseudo-sequence DRB1_0802. The binding affinity (normalized) is 0.944. (3) The peptide sequence is AALAAAAGVPPADKY. The MHC is DRB5_0101 with pseudo-sequence DRB5_0101. The binding affinity (normalized) is 0.478. (4) The peptide sequence is SKIEVGIRHLFGNYI. The MHC is DRB1_0101 with pseudo-sequence DRB1_0101. The binding affinity (normalized) is 0.363. (5) The peptide sequence is DFYFVINVRNVSVSA. The MHC is DRB1_0701 with pseudo-sequence DRB1_0701. The binding affinity (normalized) is 0.0353.